Dataset: Reaction yield outcomes from USPTO patents with 853,638 reactions. Task: Predict the reaction yield, written as a fraction of the theoretical maximum amount of product (1.0 means a 100% yield; for example, 0.34 means a 34% yield). (1) The reactants are [Cl:1][C:2]1[N:3]=[CH:4][N:5](COCC[Si](C)(C)C)[C:6]=1[C:7]([NH:9][CH2:10][C:11]1[CH:16]=[CH:15][C:14]([Cl:17])=[C:13]([O:18][C:19]2[CH:24]=[C:23]([C:25]([F:28])([F:27])[CH3:26])[CH:22]=[C:21]([C:29]#[N:30])[CH:20]=2)[C:12]=1[F:31])=[O:8].C(O)(C(F)(F)F)=O. The catalyst is C(Cl)Cl. The product is [Cl:1][C:2]1[N:3]=[CH:4][NH:5][C:6]=1[C:7]([NH:9][CH2:10][C:11]1[CH:16]=[CH:15][C:14]([Cl:17])=[C:13]([O:18][C:19]2[CH:24]=[C:23]([C:25]([F:27])([F:28])[CH3:26])[CH:22]=[C:21]([C:29]#[N:30])[CH:20]=2)[C:12]=1[F:31])=[O:8]. The yield is 0.610. (2) The reactants are Br[C:2]1[C:3](=[O:10])[N:4]([CH3:9])[N:5]=[C:6]([Cl:8])[CH:7]=1.[NH2:11][C:12]1[N:17]=[CH:16][C:15]([CH:18]2[CH2:23][CH2:22][N:21]([C:24]([O:26][C:27]([CH3:30])([CH3:29])[CH3:28])=[O:25])[CH2:20][CH2:19]2)=[CH:14][CH:13]=1.C1(P(C2C=CC=CC=2)C2C3OC4C(=CC=CC=4P(C4C=CC=CC=4)C4C=CC=CC=4)C(C)(C)C=3C=CC=2)C=CC=CC=1.C(=O)([O-])[O-].[Cs+].[Cs+]. The catalyst is O1CCOCC1.C1C=CC(/C=C/C(/C=C/C2C=CC=CC=2)=O)=CC=1.C1C=CC(/C=C/C(/C=C/C2C=CC=CC=2)=O)=CC=1.C1C=CC(/C=C/C(/C=C/C2C=CC=CC=2)=O)=CC=1.[Pd].[Pd]. The product is [C:27]([O:26][C:24]([N:21]1[CH2:20][CH2:19][CH:18]([C:15]2[CH:16]=[N:17][C:12]([NH:11][C:2]3[C:3](=[O:10])[N:4]([CH3:9])[N:5]=[C:6]([Cl:8])[CH:7]=3)=[CH:13][CH:14]=2)[CH2:23][CH2:22]1)=[O:25])([CH3:30])([CH3:28])[CH3:29]. The yield is 0.764. (3) The reactants are C1(P(C2CCCCC2)C2C=CC=CC=2C2C(OC)=CC=CC=2OC)CCCCC1.P([O-])([O-])([O-])=O.[K+].[K+].[K+].[CH3:38][O:39][C:40](=[O:50])[CH2:41][C:42]1[CH:47]=[CH:46][C:45](Cl)=[CH:44][C:43]=1[F:49].[CH2:51]([C:53]([C:72]1[CH:77]=[CH:76][C:75]([CH2:78][CH2:79][C:80]2([OH:85])[CH2:84][CH2:83][CH2:82][CH2:81]2)=[C:74]([CH3:86])[CH:73]=1)([C:56]1[CH:61]=[CH:60][C:59](B2OC(C)(C)C(C)(C)O2)=[C:58]([CH3:71])[CH:57]=1)[CH2:54][CH3:55])[CH3:52]. The catalyst is O.C1(C)C=CC=CC=1.C([O-])(=O)C.[Pd+2].C([O-])(=O)C. The product is [CH3:38][O:39][C:40](=[O:50])[CH2:41][C:42]1[CH:47]=[CH:46][C:45]([C:59]2[CH:60]=[CH:61][C:56]([C:53]([CH2:54][CH3:55])([C:72]3[CH:77]=[CH:76][C:75]([CH2:78][CH2:79][C:80]4([OH:85])[CH2:81][CH2:82][CH2:83][CH2:84]4)=[C:74]([CH3:86])[CH:73]=3)[CH2:51][CH3:52])=[CH:57][C:58]=2[CH3:71])=[CH:44][C:43]=1[F:49]. The yield is 0.770.